Task: Predict the reactants needed to synthesize the given product.. Dataset: Full USPTO retrosynthesis dataset with 1.9M reactions from patents (1976-2016) (1) Given the product [CH3:22][N:23]([CH2:24][C:25]1[C:30]([CH3:31])=[CH:29][CH:28]=[CH:27][N:26]=1)[C:18]([CH:16]1[CH2:15][C:14]([C:4]2[CH:5]=[CH:6][C:7]([CH2:8][N:9]3[CH2:10][CH2:11][CH2:12][CH2:13]3)=[C:2]([Cl:1])[CH:3]=2)([OH:21])[CH2:17]1)=[O:19], predict the reactants needed to synthesize it. The reactants are: [Cl:1][C:2]1[CH:3]=[C:4]([C:14]2([OH:21])[CH2:17][CH:16]([C:18](O)=[O:19])[CH2:15]2)[CH:5]=[CH:6][C:7]=1[CH2:8][N:9]1[CH2:13][CH2:12][CH2:11][CH2:10]1.[CH3:22][NH:23][CH2:24][C:25]1[C:30]([CH3:31])=[CH:29][CH:28]=[CH:27][N:26]=1.C(P1(=O)OP(CCC)(=O)OP(CCC)(=O)O1)CC.[OH-].[Na+]. (2) Given the product [CH3:20][S:21]([O:13][CH2:12][CH:10]1[CH2:11][N:8]([CH:7]([C:14]2[CH:19]=[CH:18][CH:17]=[CH:16][CH:15]=2)[C:1]2[CH:2]=[CH:3][CH:4]=[CH:5][CH:6]=2)[CH2:9]1)(=[O:23])=[O:22], predict the reactants needed to synthesize it. The reactants are: [C:1]1([CH:7]([C:14]2[CH:19]=[CH:18][CH:17]=[CH:16][CH:15]=2)[N:8]2[CH2:11][CH:10]([CH2:12][OH:13])[CH2:9]2)[CH:6]=[CH:5][CH:4]=[CH:3][CH:2]=1.[CH3:20][S:21](Cl)(=[O:23])=[O:22]. (3) Given the product [Cl:14][C:6]1[N:7]=[C:8]([CH2:12][OH:13])[CH:9]=[C:10]2[CH:2]([CH3:3])[CH2:1][O:4][C:5]=12, predict the reactants needed to synthesize it. The reactants are: [CH2:1]([O:4][C:5]1[C:6]([Cl:14])=[N:7][C:8]([CH2:12][OH:13])=[CH:9][C:10]=1I)[CH:2]=[CH2:3].C([SnH](CCCC)CCCC)CCC. (4) Given the product [ClH:60].[ClH:60].[N:23]1[C:28]2[O:29][CH2:30][CH2:31][O:32][C:27]=2[CH:26]=[C:25]([CH2:33][NH:1][CH:2]2[CH2:3][CH2:4][N:5]([CH2:8][CH2:9][N:10]3[C:19]4[C:14](=[CH:15][CH:16]=[C:17]([O:20][CH3:21])[CH:18]=4)[N:13]=[CH:12][C:11]3=[O:22])[CH2:6][CH2:7]2)[N:24]=1, predict the reactants needed to synthesize it. The reactants are: [NH2:1][CH:2]1[CH2:7][CH2:6][N:5]([CH2:8][CH2:9][N:10]2[C:19]3[C:14](=[CH:15][CH:16]=[C:17]([O:20][CH3:21])[CH:18]=3)[N:13]=[CH:12][C:11]2=[O:22])[CH2:4][CH2:3]1.[N:23]1[C:28]2[O:29][CH2:30][CH2:31][O:32][C:27]=2[CH:26]=[C:25]([CH:33]=O)[N:24]=1.C(O[BH-](OC(=O)C)OC(=O)C)(=O)C.[Na+].C(O[BH3-])(=O)C.C(=O)(O)[O-].[Na+].C(Cl)(Cl)[Cl:60]. (5) Given the product [C:10]([N:1]1[CH2:9][CH2:8][CH2:7][CH:3]([C:4]([OH:6])=[O:5])[CH2:2]1)(=[O:12])[CH3:11], predict the reactants needed to synthesize it. The reactants are: [NH:1]1[CH2:9][CH2:8][CH2:7][CH:3]([C:4]([OH:6])=[O:5])[CH2:2]1.[C:10](OC(=O)C)(=[O:12])[CH3:11]. (6) Given the product [NH2:1][C:2]1[C:10]2[C:5](=[N:6][C:7]([CH3:15])=[CH:8][C:9]=2[C:11]([F:12])([F:13])[F:14])[S:4][C:3]=1[C:16]([NH:55][CH2:54][C@@H:53]([C:56]1[CH:61]=[CH:60][CH:59]=[CH:58][CH:57]=1)[CH3:52])=[O:18], predict the reactants needed to synthesize it. The reactants are: [NH2:1][C:2]1[C:10]2[C:5](=[N:6][C:7]([CH3:15])=[CH:8][C:9]=2[C:11]([F:14])([F:13])[F:12])[S:4][C:3]=1[C:16]([OH:18])=O.CN(C(ON1N=NC2C=CC=NC1=2)=[N+](C)C)C.F[P-](F)(F)(F)(F)F.CCN(C(C)C)C(C)C.[CH3:52][C@H:53]([C:56]1[CH:61]=[CH:60][CH:59]=[CH:58][CH:57]=1)[CH2:54][NH2:55]. (7) The reactants are: [CH2:1]([O:3][C:4]([CH:6]1[CH2:11][CH2:10][CH:9]([O:12][C:13]2[CH:18]=[CH:17][C:16]([N+:19]([O-])=O)=[C:15]([F:22])[CH:14]=2)[CH2:8][CH2:7]1)=[O:5])[CH3:2]. Given the product [CH2:1]([O:3][C:4]([C@H:6]1[CH2:11][CH2:10][C@@H:9]([O:12][C:13]2[CH:18]=[CH:17][C:16]([NH2:19])=[C:15]([F:22])[CH:14]=2)[CH2:8][CH2:7]1)=[O:5])[CH3:2], predict the reactants needed to synthesize it.